Dataset: Forward reaction prediction with 1.9M reactions from USPTO patents (1976-2016). Task: Predict the product of the given reaction. (1) Given the reactants CC(C[AlH]CC(C)C)C.[CH2:10]([O:17][CH2:18][CH2:19][O:20][CH2:21][C@@:22]12[C:31](=[O:32])[O:30][C@H:29]([C@H:33]3[CH2:37][O:36][C:35]([CH3:39])([CH3:38])[O:34]3)[C@@H:23]1[O:24][C:25]([CH3:28])([CH3:27])[O:26]2)[C:11]1[CH:16]=[CH:15][CH:14]=[CH:13][CH:12]=1, predict the reaction product. The product is: [CH2:10]([O:17][CH2:18][CH2:19][O:20][CH2:21][C@@:22]12[CH:31]([OH:32])[O:30][C@H:29]([C@H:33]3[CH2:37][O:36][C:35]([CH3:39])([CH3:38])[O:34]3)[C@@H:23]1[O:24][C:25]([CH3:28])([CH3:27])[O:26]2)[C:11]1[CH:12]=[CH:13][CH:14]=[CH:15][CH:16]=1. (2) Given the reactants [Cl:1][C:2]1[CH:3]=[CH:4][C:5]2[C:11](=O)[C:10](=[CH:13]N(C)C)[CH2:9][C:8](=[O:17])[NH:7][C:6]=2[CH:18]=1.[N+]([O-])(O)=O.[OH:23][CH2:24][CH2:25][C:26]1[CH:27]=[C:28]([NH:32][C:33]([NH2:35])=[NH:34])[CH:29]=[CH:30][CH:31]=1, predict the reaction product. The product is: [Cl:1][C:2]1[CH:3]=[CH:4][C:5]2[C:11]3[N:34]=[C:33]([NH:32][C:28]4[CH:29]=[CH:30][CH:31]=[C:26]([CH2:25][CH2:24][OH:23])[CH:27]=4)[N:35]=[CH:13][C:10]=3[CH2:9][C:8](=[O:17])[NH:7][C:6]=2[CH:18]=1. (3) Given the reactants [NH2:1][C:2]1[N:3]=[CH:4][C:5]([CH2:8][CH:9]([OH:11])[CH3:10])=[N:6][CH:7]=1.C1C(=O)N([Br:19])C(=O)C1, predict the reaction product. The product is: [NH2:1][C:2]1[N:3]=[CH:4][C:5]([CH2:8][CH:9]([OH:11])[CH3:10])=[N:6][C:7]=1[Br:19]. (4) Given the reactants [C:1]([C:3]1([C:16]2[CH:21]=[CH:20][CH:19]=[C:18]([CH3:22])[N:17]=2)[CH2:8][CH2:7][N:6](C(OC(C)(C)C)=O)[CH2:5][CH2:4]1)#[N:2].[ClH:23], predict the reaction product. The product is: [ClH:23].[ClH:23].[CH3:22][C:18]1[N:17]=[C:16]([C:3]2([C:1]#[N:2])[CH2:8][CH2:7][NH:6][CH2:5][CH2:4]2)[CH:21]=[CH:20][CH:19]=1. (5) The product is: [CH3:1][O:2][C:3]1[CH:8]=[CH:7][CH:6]=[CH:5][C:4]=1[C:9]1[C:17]2[C:12](=[N:13][CH:14]=[C:15]([C:18]3[CH:22]=[C:21]([C:48]([OH:50])=[O:49])[N:20]([S:23]([C:26]4[CH:31]=[CH:30][C:29]([CH3:32])=[CH:28][CH:27]=4)(=[O:24])=[O:25])[N:19]=3)[CH:16]=2)[N:11]([S:33]([C:36]2[CH:37]=[CH:38][C:39]([CH3:42])=[CH:40][CH:41]=2)(=[O:35])=[O:34])[CH:10]=1. Given the reactants [CH3:1][O:2][C:3]1[CH:8]=[CH:7][CH:6]=[CH:5][C:4]=1[C:9]1[C:17]2[C:12](=[N:13][CH:14]=[C:15]([C:18]3[CH:22]=[CH:21][N:20]([S:23]([C:26]4[CH:31]=[CH:30][C:29]([CH3:32])=[CH:28][CH:27]=4)(=[O:25])=[O:24])[N:19]=3)[CH:16]=2)[N:11]([S:33]([C:36]2[CH:41]=[CH:40][C:39]([CH3:42])=[CH:38][CH:37]=2)(=[O:35])=[O:34])[CH:10]=1.C([Li])CCC.[C:48](=[O:50])=[O:49], predict the reaction product. (6) Given the reactants Cl[C:2]1[N:7]=[C:6]([CH2:8][O:9][C:10]2[CH:11]=[C:12]([C@H:16]([CH:23]3[CH2:25][CH2:24]3)[CH2:17][C:18]([O:20]CC)=[O:19])[CH:13]=[CH:14][CH:15]=2)[CH:5]=[N:4][C:3]=1[C:26]1[CH:31]=[C:30]([O:32][CH3:33])[CH:29]=[CH:28][C:27]=1[F:34].[CH:35]1([OH:41])[CH2:40][CH2:39][CH2:38][CH2:37][CH2:36]1, predict the reaction product. The product is: [CH:35]1([O:41][C:2]2[N:7]=[C:6]([CH2:8][O:9][C:10]3[CH:11]=[C:12]([C@H:16]([CH:23]4[CH2:24][CH2:25]4)[CH2:17][C:18]([OH:20])=[O:19])[CH:13]=[CH:14][CH:15]=3)[CH:5]=[N:4][C:3]=2[C:26]2[CH:31]=[C:30]([O:32][CH3:33])[CH:29]=[CH:28][C:27]=2[F:34])[CH2:40][CH2:39][CH2:38][CH2:37][CH2:36]1. (7) Given the reactants [CH3:1][Si:2]([CH3:7])([CH3:6])[CH2:3][CH2:4][OH:5].[H-].[Na+].Cl[C:11]1[CH:18]=[N:17][CH:16]=[CH:15][C:12]=1[C:13]#[N:14].[Cl-].[NH4+], predict the reaction product. The product is: [CH3:1][Si:2]([CH3:7])([CH3:6])[CH2:3][CH2:4][O:5][C:11]1[CH:18]=[N:17][CH:16]=[CH:15][C:12]=1[C:13]#[N:14]. (8) Given the reactants [F:1][C:2]1[CH:16]=[CH:15][C:14]([F:17])=[CH:13][C:3]=1[CH2:4][C:5]1[O:9][N:8]=[C:7]([C:10]([OH:12])=O)[CH:6]=1.Cl.[Br:19][C:20]1[CH:21]=[C:22]2[C:26](=[CH:27][CH:28]=1)[NH:25][CH:24]=[C:23]2[CH2:29][CH2:30][NH2:31].CN(C(ON1N=NC2C=CC=NC1=2)=[N+](C)C)C.F[P-](F)(F)(F)(F)F.C(N(CC)C(C)C)(C)C, predict the reaction product. The product is: [Br:19][C:20]1[CH:21]=[C:22]2[C:26](=[CH:27][CH:28]=1)[NH:25][CH:24]=[C:23]2[CH2:29][CH2:30][NH:31][C:10]([C:7]1[CH:6]=[C:5]([CH2:4][C:3]2[CH:13]=[C:14]([F:17])[CH:15]=[CH:16][C:2]=2[F:1])[O:9][N:8]=1)=[O:12]. (9) Given the reactants Cl[C:2]1[N:7]=[C:6](Cl)[C:5]([F:9])=[CH:4][N:3]=1.C([N:12]([CH2:15][CH3:16])[CH2:13][CH3:14])C.[NH2:17][C:18]1[CH:23]=[CH:22][C:21]([N:24]2[CH2:29][CH2:28][N:27]([C:30](=[O:32])[CH3:31])[CH2:26][CH2:25]2)=[CH:20][CH:19]=1.C(O)CCC.[CH3:38][C:39]#[N:40], predict the reaction product. The product is: [NH2:40][CH2:39][CH:38]1[CH2:14][CH2:13][N:12]([C:6]2[C:5]([F:9])=[CH:4][N:3]=[C:2]([NH:17][C:18]3[CH:19]=[CH:20][C:21]([N:24]4[CH2:25][CH2:26][N:27]([C:30](=[O:32])[CH3:31])[CH2:28][CH2:29]4)=[CH:22][CH:23]=3)[N:7]=2)[CH2:15][CH2:16]1. (10) Given the reactants [CH3:1][C:2]1[CH:7]=[C:6]([C:8]([N:10]2[C:16]3[CH:17]=[CH:18][CH:19]=[CH:20][C:15]=3[CH2:14][N:13]3[C:21]([C:24]([NH:26][CH2:27][C:28]4[CH:33]=[CH:32][C:31]([O:34]C)=[CH:30][CH:29]=4)=[O:25])=[CH:22][CH:23]=[C:12]3[CH2:11]2)=[O:9])[CH:5]=[CH:4][C:3]=1[C:36]1[CH:41]=[CH:40][CH:39]=[CH:38][C:37]=1[CH3:42].B(Br)(Br)Br, predict the reaction product. The product is: [CH3:1][C:2]1[CH:7]=[C:6]([C:8]([N:10]2[C:16]3[CH:17]=[CH:18][CH:19]=[CH:20][C:15]=3[CH2:14][N:13]3[C:21]([C:24]([NH:26][CH2:27][C:28]4[CH:33]=[CH:32][C:31]([OH:34])=[CH:30][CH:29]=4)=[O:25])=[CH:22][CH:23]=[C:12]3[CH2:11]2)=[O:9])[CH:5]=[CH:4][C:3]=1[C:36]1[CH:41]=[CH:40][CH:39]=[CH:38][C:37]=1[CH3:42].